This data is from Forward reaction prediction with 1.9M reactions from USPTO patents (1976-2016). The task is: Predict the product of the given reaction. (1) Given the reactants [CH2:1]([Li])[CH2:2][CH2:3][CH3:4].[I:6]I.C[Si](C)(C)[N-][Si](C)(C)C.[Na+].[CH2:18]([Si:20]([CH2:38][CH3:39])([CH2:36][CH3:37])[O:21][C@H:22]([C:26]1[CH:27]=[C:28]2[C:33](=[CH:34][CH:35]=1)[N:32]=[CH:31][CH:30]=[CH:29]2)CC=O)[CH3:19], predict the reaction product. The product is: [I:6][C:3](=[CH:2][CH2:1][C@@H:22]([C:26]1[CH:27]=[C:28]2[C:33](=[CH:34][CH:35]=1)[N:32]=[CH:31][CH:30]=[CH:29]2)[O:21][Si:20]([CH2:38][CH3:39])([CH2:36][CH3:37])[CH2:18][CH3:19])[CH3:4]. (2) Given the reactants Br[CH2:2][C:3]([C:5]1[CH:6]=[C:7]2[C:11](=[CH:12][CH:13]=1)[N:10]([CH3:14])[C:9]1[N:15]([CH3:27])[C:16](=[O:26])[C:17]([C:19]3[CH:24]=[CH:23][C:22]([Cl:25])=[CH:21][CH:20]=3)=[CH:18][C:8]2=1)=O.[C:28]([O:34][CH2:35][C:36]([NH2:38])=[S:37])(=[O:33])[C:29]([CH3:32])([CH3:31])[CH3:30], predict the reaction product. The product is: [Cl:25][C:22]1[CH:21]=[CH:20][C:19]([C:17]2[C:16](=[O:26])[N:15]([CH3:27])[C:9]3[N:10]([CH3:14])[C:11]4[C:7]([C:8]=3[CH:18]=2)=[CH:6][C:5]([C:3]2[N:38]=[C:36]([CH2:35][O:34][C:28](=[O:33])[C:29]([CH3:32])([CH3:31])[CH3:30])[S:37][CH:2]=2)=[CH:13][CH:12]=4)=[CH:24][CH:23]=1. (3) Given the reactants [Cl:1][C:2]1[C:3]([C:9]2[CH:10]=[N:11][C:12]([F:23])=[C:13]([NH:15][CH2:16][CH:17]3[CH2:22][CH2:21][O:20][CH2:19][CH2:18]3)[CH:14]=2)=[CH:4][C:5](F)=[N:6][CH:7]=1.[C@H:24]1([NH2:31])[CH2:29][CH2:28][C@H:27]([NH2:30])[CH2:26][CH2:25]1, predict the reaction product. The product is: [NH2:30][C@H:27]1[CH2:28][CH2:29][C@H:24]([NH:31][C:5]2[CH:4]=[C:3]([C:9]3[CH:10]=[N:11][C:12]([F:23])=[C:13]([NH:15][CH2:16][CH:17]4[CH2:22][CH2:21][O:20][CH2:19][CH2:18]4)[CH:14]=3)[C:2]([Cl:1])=[CH:7][N:6]=2)[CH2:25][CH2:26]1. (4) Given the reactants [CH2:1]([C:9]1[CH:14]=[CH:13][C:12]([NH:15][C:16]2[CH:21]=[CH:20][CH:19]=[CH:18][C:17]=2B2OC(C)(C)C(C)(C)O2)=[CH:11][CH:10]=1)[CH2:2][CH2:3][CH2:4][CH2:5][CH2:6][CH2:7][CH3:8].Br[C:32]1[CH:33]=[CH:34][C:35]2[C:39]3[CH:40]=[CH:41][C:42](Br)=[CH:43][C:38]=3[S:37][C:36]=2[CH:45]=1.[O-]P([O-])([O-])=O.[K+].[K+].[K+].O, predict the reaction product. The product is: [CH:34]1[C:35]2[C:39]3[CH:40]=[CH:41][C:42]([C:17]4[CH:18]=[CH:19][CH:20]=[CH:21][C:16]=4[NH:15][C:12]4[CH:13]=[CH:14][C:9]([CH2:1][CH2:2][CH2:3][CH2:4][CH2:5][CH2:6][CH2:7][CH3:8])=[CH:10][CH:11]=4)=[CH:43][C:38]=3[S:37][C:36]=2[CH:45]=[C:32]([C:17]2[CH:18]=[CH:19][CH:20]=[CH:21][C:16]=2[NH:15][C:12]2[CH:11]=[CH:10][C:9]([CH2:1][CH2:2][CH2:3][CH2:4][CH2:5][CH2:6][CH2:7][CH3:8])=[CH:14][CH:13]=2)[CH:33]=1. (5) Given the reactants Cl[C:2]1[NH:7][C:6]2[CH:8]=[C:9]([Cl:11])[S:10][C:5]=2[S:4](=[O:13])(=[O:12])[N:3]=1.[C:14]([NH2:23])([C:17]1[CH:22]=[CH:21][CH:20]=[CH:19][CH:18]=1)([CH3:16])[CH3:15], predict the reaction product. The product is: [Cl:11][C:9]1[S:10][C:5]2[S:4](=[O:13])(=[O:12])[N:3]=[C:2]([NH:23][C:14]([CH3:16])([C:17]3[CH:22]=[CH:21][CH:20]=[CH:19][CH:18]=3)[CH3:15])[NH:7][C:6]=2[CH:8]=1. (6) Given the reactants [CH3:1][O:2][C:3]1[CH:49]=[CH:48][C:6]([CH2:7][N:8]([CH2:39][C:40]2[CH:45]=[CH:44][C:43]([O:46][CH3:47])=[CH:42][CH:41]=2)[C:9]2[N:14]=[CH:13][C:12]([C:15]3[C:16]4[CH2:29][CH2:28][N:27]([C:30]5[CH:31]=[C:32]([CH:36]=[CH:37][CH:38]=5)[C:33](O)=[O:34])[C:17]=4[N:18]=[C:19]([N:21]4[CH2:26][CH2:25][O:24][CH2:23][CH2:22]4)[N:20]=3)=[CH:11][N:10]=2)=[CH:5][CH:4]=1.COC1C=CC(CN(CC2C=CC(OC)=CC=2)C2N=CC(C3C4CCN(C5C=CC(C(O)=O)=CC=5)C=4N=C(N4CCOCC4)N=3)=CN=2)=CC=1.[CH3:99][N:100]([CH3:104])[CH2:101][CH2:102][NH2:103], predict the reaction product. The product is: [CH3:47][O:46][C:43]1[CH:44]=[CH:45][C:40]([CH2:39][N:8]([CH2:7][C:6]2[CH:5]=[CH:4][C:3]([O:2][CH3:1])=[CH:49][CH:48]=2)[C:9]2[N:14]=[CH:13][C:12]([C:15]3[C:16]4[CH2:29][CH2:28][N:27]([C:30]5[CH:31]=[C:32]([CH:36]=[CH:37][CH:38]=5)[C:33]([NH:103][CH2:102][CH2:101][N:100]([CH3:104])[CH3:99])=[O:34])[C:17]=4[N:18]=[C:19]([N:21]4[CH2:22][CH2:23][O:24][CH2:25][CH2:26]4)[N:20]=3)=[CH:11][N:10]=2)=[CH:41][CH:42]=1. (7) Given the reactants Cl.[CH2:2]([O:4][C:5]1[CH:10]=[CH:9][C:8]([C:11]([F:14])([F:13])[F:12])=[CH:7][C:6]=1[C:15]1[C:16]2[NH:23][C:22]([CH3:24])=[C:21]([C:25]([NH:27][CH:28]3[CH2:33][CH2:32][NH:31][CH2:30][CH2:29]3)=[O:26])[C:17]=2[N:18]=[CH:19][N:20]=1)[CH3:3].C([O:37][CH2:38][C:39](Cl)=[O:40])(=O)C, predict the reaction product. The product is: [CH2:2]([O:4][C:5]1[CH:10]=[CH:9][C:8]([C:11]([F:13])([F:12])[F:14])=[CH:7][C:6]=1[C:15]1[C:16]2[NH:23][C:22]([CH3:24])=[C:21]([C:25]([NH:27][CH:28]3[CH2:29][CH2:30][N:31]([C:38](=[O:37])[CH2:39][OH:40])[CH2:32][CH2:33]3)=[O:26])[C:17]=2[N:18]=[CH:19][N:20]=1)[CH3:3].